From a dataset of Forward reaction prediction with 1.9M reactions from USPTO patents (1976-2016). Predict the product of the given reaction. (1) Given the reactants [Cl:1][C:2]1[CH:7]=[CH:6][C:5](/[CH:8]=[CH:9]/[C:10]([OH:12])=O)=[C:4]([CH2:13][N:14]2[N:18]=[N:17][C:16]([CH3:19])=[N:15]2)[CH:3]=1.[NH:20]1[CH2:25][CH2:24][CH:23]([NH:26][C:27](=[O:33])[O:28][C:29]([CH3:32])([CH3:31])[CH3:30])[CH2:22][CH2:21]1.CCN(C(C)C)C(C)C.C(P1(=O)OP(CCC)(=O)OP(CCC)(=O)O1)CC, predict the reaction product. The product is: [Cl:1][C:2]1[CH:7]=[CH:6][C:5](/[CH:8]=[CH:9]/[C:10]([N:20]2[CH2:21][CH2:22][CH:23]([NH:26][C:27](=[O:33])[O:28][C:29]([CH3:31])([CH3:30])[CH3:32])[CH2:24][CH2:25]2)=[O:12])=[C:4]([CH2:13][N:14]2[N:18]=[N:17][C:16]([CH3:19])=[N:15]2)[CH:3]=1. (2) Given the reactants C([O:3][C:4]([C:6]1[CH:7]=[N:8][N:9]([C:11]2[N:20](COCC[Si](C)(C)C)[C:19](=[O:29])[C:18]3[C:13](=[CH:14][CH:15]=[C:16](I)[CH:17]=3)[N:12]=2)[CH:10]=1)=[O:5])C.[O:31]1[C:36]2[CH:37]=[CH:38][CH:39]=[C:40](B(O)O)[C:35]=2[O:34][CH2:33][CH2:32]1, predict the reaction product. The product is: [O:31]1[C:36]2[CH:37]=[CH:38][CH:39]=[C:40]([C:16]3[CH:17]=[C:18]4[C:13](=[CH:14][CH:15]=3)[N:12]=[C:11]([N:9]3[CH:10]=[C:6]([C:4]([OH:3])=[O:5])[CH:7]=[N:8]3)[NH:20][C:19]4=[O:29])[C:35]=2[O:34][CH2:33][CH2:32]1. (3) Given the reactants N#N.[Cl:3][C:4]1[C:9]([F:10])=[CH:8][CH:7]=[C:6]([Cl:11])[C:5]=1[C@H:12]([O:14][C:15]1[C:16]2[O:24][CH:23]=[C:22](Br)[C:17]=2[CH:18]=[N:19][C:20]=1[NH2:21])[CH3:13].[C:26]([N:30]1[CH2:35][CH:34]=[C:33]([Sn](C)(C)C)[CH2:32][CH2:31]1)([CH3:29])([CH3:28])[CH3:27].CC1C(P(C2C(C)=CC=CC=2)C2C(C)=CC=CC=2)=CC=CC=1, predict the reaction product. The product is: [C:26]([N:30]1[CH2:31][CH:32]=[C:33]([C:22]2[C:17]3[CH:18]=[N:19][C:20]([NH2:21])=[C:15]([O:14][C@@H:12]([C:5]4[C:6]([Cl:11])=[CH:7][CH:8]=[C:9]([F:10])[C:4]=4[Cl:3])[CH3:13])[C:16]=3[O:24][CH:23]=2)[CH2:34][CH2:35]1)([CH3:29])([CH3:28])[CH3:27]. (4) The product is: [CH2:31]([C@:13]12[C:12]3[C:21](=[CH:22][C:9]([OH:8])=[CH:10][CH:11]=3)[CH2:20][CH2:19][C@@H:18]1[CH2:17][C@:16]([C:23]1[CH:24]=[CH:25][N:26]=[CH:27][CH:28]=1)([OH:29])[C@:15]([CH3:34])([OH:30])[CH2:14]2)[CH3:32]. Given the reactants [Si]([O:8][C:9]1[CH:22]=[C:21]2[C:12]([C@@:13]3([CH2:31][CH3:32])[C@H:18]([CH2:19][CH2:20]2)[CH2:17][C@@:16]([OH:29])([C:23]2[CH:28]=[CH:27][N:26]=[CH:25][CH:24]=2)[C:15](=[O:30])[CH2:14]3)=[CH:11][CH:10]=1)(C(C)(C)C)(C)C.O1CCC[CH2:34]1, predict the reaction product. (5) Given the reactants [CH3:1][O:2][C:3]1[CH:8]=[CH:7][C:6]([C:9]2[CH:17]=[C:16]3[C:12]([CH:13]=[CH:14][NH:15]3)=[CH:11][CH:10]=2)=[CH:5][CH:4]=1.[Br:18]Br, predict the reaction product. The product is: [Br:18][C:13]1[C:12]2[C:16](=[CH:17][C:9]([C:6]3[CH:5]=[CH:4][C:3]([O:2][CH3:1])=[CH:8][CH:7]=3)=[CH:10][CH:11]=2)[NH:15][CH:14]=1. (6) Given the reactants [Br:1][C:2]1[C:3](Cl)=[N:4][CH:5]=[C:6]([CH:21]=1)[C:7]([NH:9][C:10]1[CH:15]=[CH:14][C:13]([O:16][C:17]([F:20])([F:19])[F:18])=[CH:12][CH:11]=1)=[O:8].[NH:23]1[CH2:27][C@H:26]([OH:28])[C@H:25]([OH:29])[CH2:24]1.CCN(C(C)C)C(C)C.Cl, predict the reaction product. The product is: [Br:1][C:2]1[C:3]([N:23]2[CH2:27][C@@H:26]([OH:28])[C@@H:25]([OH:29])[CH2:24]2)=[N:4][CH:5]=[C:6]([CH:21]=1)[C:7]([NH:9][C:10]1[CH:15]=[CH:14][C:13]([O:16][C:17]([F:20])([F:19])[F:18])=[CH:12][CH:11]=1)=[O:8].